From a dataset of NCI-60 drug combinations with 297,098 pairs across 59 cell lines. Regression. Given two drug SMILES strings and cell line genomic features, predict the synergy score measuring deviation from expected non-interaction effect. (1) Drug 1: C1=CN(C=N1)CC(O)(P(=O)(O)O)P(=O)(O)O. Drug 2: C1CCC(C(C1)N)N.C(=O)(C(=O)[O-])[O-].[Pt+4]. Cell line: RPMI-8226. Synergy scores: CSS=32.3, Synergy_ZIP=0.0813, Synergy_Bliss=-2.34, Synergy_Loewe=-20.7, Synergy_HSA=-5.40. (2) Drug 1: C1C(C(OC1N2C=NC3=C(N=C(N=C32)Cl)N)CO)O. Drug 2: C1=NC2=C(N=C(N=C2N1C3C(C(C(O3)CO)O)F)Cl)N. Cell line: EKVX. Synergy scores: CSS=-2.01, Synergy_ZIP=-1.46, Synergy_Bliss=-6.02, Synergy_Loewe=-4.45, Synergy_HSA=-5.60. (3) Drug 1: CCCS(=O)(=O)NC1=C(C(=C(C=C1)F)C(=O)C2=CNC3=C2C=C(C=N3)C4=CC=C(C=C4)Cl)F. Drug 2: CCN(CC)CCCC(C)NC1=C2C=C(C=CC2=NC3=C1C=CC(=C3)Cl)OC. Cell line: A498. Synergy scores: CSS=7.99, Synergy_ZIP=-5.92, Synergy_Bliss=-1.87, Synergy_Loewe=-8.48, Synergy_HSA=-2.15. (4) Drug 1: CC12CCC(CC1=CCC3C2CCC4(C3CC=C4C5=CN=CC=C5)C)O. Drug 2: C(CN)CNCCSP(=O)(O)O. Cell line: NCIH23. Synergy scores: CSS=8.37, Synergy_ZIP=-0.628, Synergy_Bliss=0.607, Synergy_Loewe=-1.83, Synergy_HSA=-0.678.